Dataset: Peptide-MHC class II binding affinity with 134,281 pairs from IEDB. Task: Regression. Given a peptide amino acid sequence and an MHC pseudo amino acid sequence, predict their binding affinity value. This is MHC class II binding data. (1) The peptide sequence is RLEDGSPRTGQIFKQ. The MHC is DRB1_1501 with pseudo-sequence DRB1_1501. The binding affinity (normalized) is 0.157. (2) The peptide sequence is GLLSYVIGLLPQNMV. The MHC is DRB1_1302 with pseudo-sequence DRB1_1302. The binding affinity (normalized) is 0.589. (3) The peptide sequence is HQQGRCRTCVYNMMG. The MHC is HLA-DQA10501-DQB10303 with pseudo-sequence HLA-DQA10501-DQB10303. The binding affinity (normalized) is 0.307. (4) The peptide sequence is APATPAAAGAEAGKA. The MHC is DRB1_1101 with pseudo-sequence DRB1_1101. The binding affinity (normalized) is 0.165. (5) The peptide sequence is QGQWRGAAGTAAQAA. The MHC is HLA-DQA10301-DQB10302 with pseudo-sequence HLA-DQA10301-DQB10302. The binding affinity (normalized) is 0.344. (6) The peptide sequence is RKKYFAATQFEPLAA. The MHC is HLA-DPA10301-DPB10402 with pseudo-sequence HLA-DPA10301-DPB10402. The binding affinity (normalized) is 0.967. (7) The peptide sequence is CGGTGKNTIVIPKGD. The MHC is DRB1_0405 with pseudo-sequence DRB1_0405. The binding affinity (normalized) is 0.